The task is: Predict the reaction yield, written as a fraction of the theoretical maximum amount of product (1.0 means a 100% yield; for example, 0.34 means a 34% yield).. This data is from Reaction yield outcomes from USPTO patents with 853,638 reactions. (1) The reactants are [CH3:1][C@:2]1([N:10]2[C:18](=[O:19])[C:17]3[C:12](=[CH:13][CH:14]=[C:15]([C:20]#[N:21])[CH:16]=3)[C:11]2=[O:22])[CH2:7][CH2:6][C:5](=[O:8])[NH:4][C:3]1=[O:9].[ClH:23].O. The catalyst is CO.[Pd]. The product is [ClH:23].[NH2:21][CH2:20][C:15]1[CH:16]=[C:17]2[C:12](=[CH:13][CH:14]=1)[C:11](=[O:22])[N:10]([C@@:2]1([CH3:1])[CH2:7][CH2:6][C:5](=[O:8])[NH:4][C:3]1=[O:9])[C:18]2=[O:19]. The yield is 0.660. (2) The product is [F:1][C:2]1[CH:7]=[CH:6][C:5]([F:8])=[CH:4][C:3]=1[O:9][C:10]1[CH:11]=[CH:12][C:13]([NH2:16])=[CH:14][CH:15]=1. The catalyst is CO.[Ni]. The reactants are [F:1][C:2]1[CH:7]=[CH:6][C:5]([F:8])=[CH:4][C:3]=1[O:9][C:10]1[CH:15]=[CH:14][C:13]([N+:16]([O-])=O)=[CH:12][CH:11]=1.O.NN. The yield is 0.930. (3) The reactants are [CH3:1][CH:2]([NH2:6])[CH:3]([NH2:5])[CH3:4].CC1C(Br)=C(O)C(Br)=CC=1C1(C2C=C(Br)C(O)=C(Br)C=2C)OS(=O)(=O)C2C=CC=CC1=2.CS(O)(=O)=O.[CH:43]1[CH:48]=[CH:47][C:46]([CH2:49][O:50][C:51](Cl)=[O:52])=[CH:45][CH:44]=1. The catalyst is O.C(O)C.COCCOC.C(O[K])(C)=O. The product is [NH2:5][CH:3]([CH3:4])[CH:2]([NH:6][C:51](=[O:52])[O:50][CH2:49][C:46]1[CH:47]=[CH:48][CH:43]=[CH:44][CH:45]=1)[CH3:1]. The yield is 0.350. (4) The reactants are [O:1]1[CH2:6][CH2:5][CH2:4][CH2:3][CH:2]1[N:7]1[C:15]2[C:10](=[CH:11][C:12]([C:16]3[N:20]=[CH:19][N:18]([C:21]([C:34]4[CH:39]=[CH:38][CH:37]=[CH:36][CH:35]=4)([C:28]4[CH:33]=[CH:32][CH:31]=[CH:30][CH:29]=4)[C:22]4[CH:27]=[CH:26][CH:25]=[CH:24][CH:23]=4)[N:17]=3)=[CH:13][CH:14]=2)[C:9]([C:40]2[CH:41]=[C:42]([CH:47]=[CH:48][CH:49]=2)[C:43](OC)=[O:44])=[N:8]1.O.[OH-].[Li+].[F:53][C:54]1[CH:61]=[CH:60][C:57]([CH2:58][NH2:59])=[CH:56][CH:55]=1.O.ON1C2C=CC=CC=2N=N1.Cl.CN(C)CCCN=C=NCC. The catalyst is O1CCCC1.O1CCCC1.O. The product is [F:53][C:54]1[CH:61]=[CH:60][C:57]([CH2:58][NH:59][C:43]([C:42]2[CH:47]=[CH:48][CH:49]=[C:40]([C:9]3[C:10]4[C:15](=[CH:14][CH:13]=[C:12]([C:16]5[N:20]=[CH:19][N:18]([C:21]([C:28]6[CH:29]=[CH:30][CH:31]=[CH:32][CH:33]=6)([C:34]6[CH:39]=[CH:38][CH:37]=[CH:36][CH:35]=6)[C:22]6[CH:27]=[CH:26][CH:25]=[CH:24][CH:23]=6)[N:17]=5)[CH:11]=4)[N:7]([CH:2]4[CH2:3][CH2:4][CH2:5][CH2:6][O:1]4)[N:8]=3)[CH:41]=2)=[O:44])=[CH:56][CH:55]=1. The yield is 0.860. (5) The yield is 0.970. The product is [F:1][C:2]1[CH:3]=[C:4]([N+:9]([O-:11])=[O:10])[CH:5]=[CH:6][C:7]=1[N:16]1[CH2:17][CH2:18][N:13]([CH3:12])[CH2:14][CH2:15]1. The reactants are [F:1][C:2]1[CH:3]=[C:4]([N+:9]([O-:11])=[O:10])[CH:5]=[CH:6][C:7]=1F.[CH3:12][N:13]1[CH2:18][CH2:17][NH:16][CH2:15][CH2:14]1. The catalyst is C(#N)C. (6) The reactants are [NH2:1][C:2]1[N:6]([CH:7]([CH3:9])[CH3:8])[N:5]=[CH:4][C:3]=1[C:10]#[N:11].[N+:12]([C:15]1[CH:23]=[CH:22][C:18]([C:19](Cl)=[O:20])=[CH:17][CH:16]=1)([O-:14])=[O:13].C(N(CC)CC)C. The catalyst is ClCCl. The product is [C:10]([C:3]1[CH:4]=[N:5][N:6]([CH:7]([CH3:9])[CH3:8])[C:2]=1[NH:1][C:19](=[O:20])[C:18]1[CH:17]=[CH:16][C:15]([N+:12]([O-:14])=[O:13])=[CH:23][CH:22]=1)#[N:11]. The yield is 1.00. (7) The reactants are [H-].[Na+].[O:3]=[C:4]([CH2:10][CH2:11][CH2:12][CH3:13])[CH2:5][C:6]([O:8][CH3:9])=[O:7].Cl[CH2:15][C:16]1[CH:17]=[CH:18][C:19]([C:22]2[CH:29]=[CH:28][CH:27]=[CH:26][C:23]=2[C:24]#[N:25])=[N:20][CH:21]=1.Cl. The catalyst is O1CCCC1.[I-].C([N+](CCCC)(CCCC)CCCC)CCC. The product is [C:24]([C:23]1[CH:26]=[CH:27][CH:28]=[CH:29][C:22]=1[C:19]1[N:20]=[CH:21][C:16]([CH2:15][CH:5]([C:4](=[O:3])[CH2:10][CH2:11][CH2:12][CH3:13])[C:6]([O:8][CH3:9])=[O:7])=[CH:17][CH:18]=1)#[N:25]. The yield is 0.120. (8) The reactants are C(=O)([O-])[O-].[K+].[K+].Br[C:8]1[CH:9]=[C:10]2[C:14](=[CH:15][CH:16]=1)[C:13](=[O:17])[N:12]([CH:18]1[CH2:20][CH2:19]1)[CH2:11]2.CC1(C)C(C)(C)OB([C:29]2[CH:30]=[N:31][C:32]([NH2:35])=[N:33][CH:34]=2)O1. The catalyst is O.C1(C)C=CC=CC=1.C(O)C.C1C=CC([P]([Pd]([P](C2C=CC=CC=2)(C2C=CC=CC=2)C2C=CC=CC=2)([P](C2C=CC=CC=2)(C2C=CC=CC=2)C2C=CC=CC=2)[P](C2C=CC=CC=2)(C2C=CC=CC=2)C2C=CC=CC=2)(C2C=CC=CC=2)C2C=CC=CC=2)=CC=1. The product is [NH2:35][C:32]1[N:33]=[CH:34][C:29]([C:8]2[CH:9]=[C:10]3[C:14](=[CH:15][CH:16]=2)[C:13](=[O:17])[N:12]([CH:18]2[CH2:20][CH2:19]2)[CH2:11]3)=[CH:30][N:31]=1. The yield is 0.460. (9) The reactants are [CH3:1][C:2]([CH3:20])([CH2:5][CH2:6][CH2:7][CH2:8][N:9]1C(=O)C2=CC=CC=C2C1=O)[CH2:3][OH:4].NN.O.CO.Cl. The catalyst is CCO. The product is [NH2:9][CH2:8][CH2:7][CH2:6][CH2:5][C:2]([CH3:20])([CH3:1])[CH2:3][OH:4]. The yield is 0.950. (10) The reactants are [O:1]1[CH:3]2[CH2:4][CH2:5][C:6]3[C:11]([CH:2]12)=[CH:10][C:9]([C:12]([O:14][CH3:15])=[O:13])=[CH:8][CH:7]=3. The catalyst is C1(C)C=CC=CC=1.[I-].[I-].[Zn+2]. The product is [O:1]=[C:3]1[CH2:2][C:11]2[CH:10]=[C:9]([C:12]([O:14][CH3:15])=[O:13])[CH:8]=[CH:7][C:6]=2[CH2:5][CH2:4]1. The yield is 0.990.